Dataset: Peptide-MHC class I binding affinity with 185,985 pairs from IEDB/IMGT. Task: Regression. Given a peptide amino acid sequence and an MHC pseudo amino acid sequence, predict their binding affinity value. This is MHC class I binding data. (1) The peptide sequence is NDMPGGYCL. The MHC is HLA-B45:01 with pseudo-sequence HLA-B45:01. The binding affinity (normalized) is 0.182. (2) The peptide sequence is EFIFSALDEK. The MHC is HLA-A68:01 with pseudo-sequence HLA-A68:01. The binding affinity (normalized) is 0.976. (3) The peptide sequence is FFSRNMKPVL. The MHC is H-2-Kd with pseudo-sequence H-2-Kd. The binding affinity (normalized) is 0.0662.